This data is from Full USPTO retrosynthesis dataset with 1.9M reactions from patents (1976-2016). The task is: Predict the reactants needed to synthesize the given product. (1) The reactants are: [CH2:1]([O:6][C:7]1[CH:8]=[CH:9][C:10]([O:13][C:14]2[CH:19]=[CH:18][CH:17]=[C:16]([CH:20]=[C:21]3[CH2:26][CH2:25][NH:24][CH2:23][CH2:22]3)[CH:15]=2)=[N:11][CH:12]=1)[CH2:2][CH2:3][C:4]#[CH:5].[N:27]1[CH:32]=[CH:31][CH:30]=[C:29]([NH:33][C:34](=O)[O:35]C2C=CC=CC=2)[N:28]=1.C(N(CC)CC)C. Given the product [CH2:1]([O:6][C:7]1[CH:8]=[CH:9][C:10]([O:13][C:14]2[CH:15]=[C:16]([CH:17]=[CH:18][CH:19]=2)[CH:20]=[C:21]2[CH2:26][CH2:25][N:24]([C:34]([NH:33][C:29]3[N:28]=[N:27][CH:32]=[CH:31][CH:30]=3)=[O:35])[CH2:23][CH2:22]2)=[N:11][CH:12]=1)[CH2:2][CH2:3][C:4]#[CH:5], predict the reactants needed to synthesize it. (2) Given the product [O:22]1[C:23]2[CH:29]=[CH:28][CH:27]=[CH:26][C:24]=2[CH:25]=[C:21]1[CH2:20][N:19]([CH3:18])[C:15](=[O:17])/[CH:14]=[CH:13]/[C:8]1[CH:9]=[N:10][C:11]2[NH:12][C:3](=[O:2])[CH2:4][CH2:5][C:6]=2[CH:7]=1, predict the reactants needed to synthesize it. The reactants are: Cl.[O:2]=[C:3]1[NH:12][C:11]2[N:10]=[CH:9][C:8](/[CH:13]=[CH:14]/[C:15]([OH:17])=O)=[CH:7][C:6]=2[CH2:5][CH2:4]1.[CH3:18][NH:19][CH2:20][C:21]1[O:22][C:23]2[CH:29]=[CH:28][CH:27]=[CH:26][C:24]=2[CH:25]=1.CC1NC2C(C=1CNC)=CC=CC=2. (3) Given the product [Br:1][C:2]1[CH:3]=[C:4]([CH:5]=[CH:6][CH:7]=1)[C:8]([C:9]1[CH:25]=[CH:24][C:23](=[O:26])[N:14]2[C:13]3[CH2:15][CH2:16][CH2:17][CH2:18][C:12]=3[NH:11][C:10]=12)=[O:19], predict the reactants needed to synthesize it. The reactants are: [Br:1][C:2]1[CH:3]=[C:4]([C:8](=[O:19])[CH2:9][C:10]2[NH:14][C:13]3[CH2:15][CH2:16][CH2:17][CH2:18][C:12]=3[N:11]=2)[CH:5]=[CH:6][CH:7]=1.C[O-].[Na+].[C:23](OC)(=[O:26])[C:24]#[CH:25]. (4) Given the product [Cl:1][C:2]1[N:3]=[C:4]([C:15]2[CH:16]=[N:17][CH:18]=[CH:19][CH:20]=2)[S:5][C:6]=1[N:7]([CH2:28][CH3:29])[C:8](=[O:14])[CH:9]([CH3:13])[CH2:10][S:11][CH3:12], predict the reactants needed to synthesize it. The reactants are: [Cl:1][C:2]1[N:3]=[C:4]([C:15]2[CH:16]=[N:17][CH:18]=[CH:19][CH:20]=2)[S:5][C:6]=1[NH:7][C:8](=[O:14])[CH:9]([CH3:13])[CH2:10][S:11][CH3:12].C(=O)([O-])[O-].[Cs+].[Cs+].I[CH2:28][CH3:29].O. (5) Given the product [CH2:1]([O:8][C:9]1[CH:14]=[CH:13][C:12]([C:27]#[N:28])=[CH:11][C:10]=1[C:16]([CH3:19])([CH3:18])[CH3:17])[C:2]1[CH:7]=[CH:6][CH:5]=[CH:4][CH:3]=1, predict the reactants needed to synthesize it. The reactants are: [CH2:1]([O:8][C:9]1[CH:14]=[CH:13][C:12](Br)=[CH:11][C:10]=1[C:16]([CH3:19])([CH3:18])[CH3:17])[C:2]1[CH:7]=[CH:6][CH:5]=[CH:4][CH:3]=1.O.CCOC(C)=O.[CH3:27][N:28](C=O)C. (6) The reactants are: Br[C:2]1[C:3]([N:22]2[CH2:25][CH:24]([C:26]([OH:29])([CH3:28])[CH3:27])[CH2:23]2)=[N:4][CH:5]=[C:6]([CH:21]=1)[C:7]([NH:9][C:10]1[CH:15]=[CH:14][C:13]([O:16][C:17]([F:20])([F:19])[F:18])=[CH:12][CH:11]=1)=[O:8].[N:30]1[CH:35]=[CH:34][CH:33]=[C:32](B(O)O)[CH:31]=1. Given the product [OH:29][C:26]([CH:24]1[CH2:25][N:22]([C:3]2[C:2]([C:32]3[CH:31]=[N:30][CH:35]=[CH:34][CH:33]=3)=[CH:21][C:6]([C:7]([NH:9][C:10]3[CH:15]=[CH:14][C:13]([O:16][C:17]([F:20])([F:19])[F:18])=[CH:12][CH:11]=3)=[O:8])=[CH:5][N:4]=2)[CH2:23]1)([CH3:28])[CH3:27], predict the reactants needed to synthesize it. (7) The reactants are: [NH:1]1[C:9]2[C:4](=[CH:5][C:6]([C:10]([O:12][CH3:13])=[O:11])=[CH:7][CH:8]=2)[CH:3]=[N:2]1.Cl[CH2:15][C:16]1[CH:17]=[N:18][CH:19]=[C:20]([F:22])[CH:21]=1.O=S(Cl)Cl.C([O-])([O-])=O.[Cs+].[Cs+]. Given the product [F:22][C:20]1[CH:21]=[C:16]([CH2:15][N:1]2[C:9]3[C:4](=[CH:5][C:6]([C:10]([O:12][CH3:13])=[O:11])=[CH:7][CH:8]=3)[CH:3]=[N:2]2)[CH:17]=[N:18][CH:19]=1.[F:22][C:20]1[CH:21]=[C:16]([CH2:15][N:2]2[CH:3]=[C:4]3[C:9]([CH:8]=[CH:7][C:6]([C:10]([O:12][CH3:13])=[O:11])=[CH:5]3)=[N:1]2)[CH:17]=[N:18][CH:19]=1, predict the reactants needed to synthesize it. (8) Given the product [NH2:48][CH2:47][CH:43]1[CH2:42][C:41]([F:59])([F:40])[CH2:46][CH2:45][N:44]1[C:31]([C:30]1[CH:34]=[C:26]([CH3:25])[CH:27]=[CH:28][C:29]=1[N:35]1[N:39]=[CH:38][CH:37]=[N:36]1)=[O:33], predict the reactants needed to synthesize it. The reactants are: NC[C@@H]1[C@H](C)CCCN1C(C1C=C(C)C=CC=1C1C=NN(C)C=1)=O.[CH3:25][C:26]1[CH:27]=[CH:28][C:29]([N:35]2[N:39]=[CH:38][CH:37]=[N:36]2)=[C:30]([CH:34]=1)[C:31]([OH:33])=O.[F:40][C:41]1([F:59])[CH2:46][CH2:45][NH:44][CH:43]([CH2:47][N:48]2C(=O)C3C(=CC=CC=3)C2=O)[CH2:42]1.